Dataset: NCI-60 drug combinations with 297,098 pairs across 59 cell lines. Task: Regression. Given two drug SMILES strings and cell line genomic features, predict the synergy score measuring deviation from expected non-interaction effect. (1) Drug 2: C1=NC(=NC(=O)N1C2C(C(C(O2)CO)O)O)N. Cell line: HOP-62. Drug 1: CC12CCC3C(C1CCC2=O)CC(=C)C4=CC(=O)C=CC34C. Synergy scores: CSS=34.9, Synergy_ZIP=1.24, Synergy_Bliss=3.66, Synergy_Loewe=0.387, Synergy_HSA=3.12. (2) Drug 1: CC1=C(C(CCC1)(C)C)C=CC(=CC=CC(=CC(=O)O)C)C. Drug 2: C1CN(CCN1C(=O)CCBr)C(=O)CCBr. Cell line: A498. Synergy scores: CSS=7.47, Synergy_ZIP=-3.10, Synergy_Bliss=-3.37, Synergy_Loewe=-5.39, Synergy_HSA=-5.10. (3) Drug 1: C1CCN(CC1)CCOC2=CC=C(C=C2)C(=O)C3=C(SC4=C3C=CC(=C4)O)C5=CC=C(C=C5)O. Drug 2: CCC1=CC2CC(C3=C(CN(C2)C1)C4=CC=CC=C4N3)(C5=C(C=C6C(=C5)C78CCN9C7C(C=CC9)(C(C(C8N6C)(C(=O)OC)O)OC(=O)C)CC)OC)C(=O)OC.C(C(C(=O)O)O)(C(=O)O)O. Cell line: HS 578T. Synergy scores: CSS=43.8, Synergy_ZIP=2.05, Synergy_Bliss=0.474, Synergy_Loewe=-27.6, Synergy_HSA=-1.71. (4) Drug 1: CN(C)C1=NC(=NC(=N1)N(C)C)N(C)C. Drug 2: CC1C(C(CC(O1)OC2CC(CC3=C2C(=C4C(=C3O)C(=O)C5=C(C4=O)C(=CC=C5)OC)O)(C(=O)CO)O)N)O.Cl. Cell line: T-47D. Synergy scores: CSS=36.8, Synergy_ZIP=-1.13, Synergy_Bliss=-2.94, Synergy_Loewe=-14.1, Synergy_HSA=-0.852. (5) Drug 1: C1=CC(=CC=C1CCC2=CNC3=C2C(=O)NC(=N3)N)C(=O)NC(CCC(=O)O)C(=O)O. Drug 2: CN(C)C1=NC(=NC(=N1)N(C)C)N(C)C. Cell line: TK-10. Synergy scores: CSS=39.4, Synergy_ZIP=2.39, Synergy_Bliss=-0.337, Synergy_Loewe=-31.8, Synergy_HSA=-2.81.